Dataset: Forward reaction prediction with 1.9M reactions from USPTO patents (1976-2016). Task: Predict the product of the given reaction. (1) Given the reactants [OH-].[Na+].C([O:6][C@H:7]1[CH2:12][CH2:11][C@H:10]2[C@H:13]3[C@H:23]([CH2:24][CH2:25][C@:8]12[CH3:9])[C@:21]1([CH3:22])[C:16](=[CH:17][C:18](=[O:26])[CH:19]=[CH:20]1)[C:15](=[CH2:27])[CH2:14]3)(=O)C.C(O)(=O)C, predict the reaction product. The product is: [CH2:27]=[C:15]1[C:16]2[C@:21]([CH3:22])([CH:20]=[CH:19][C:18](=[O:26])[CH:17]=2)[C@@H:23]2[C@H:13]([C@H:10]3[C@@:8]([CH2:25][CH2:24]2)([CH3:9])[C@@H:7]([OH:6])[CH2:12][CH2:11]3)[CH2:14]1. (2) Given the reactants Cl.Cl[CH2:3][C:4]1[CH:9]=[CH:8][CH:7]=[CH:6][N:5]=1.[OH:10][N:11]1[C:15](=[O:16])[C:14]2=[CH:17][CH:18]=[CH:19][CH:20]=[C:13]2[C:12]1=[O:21].C(N(CC)CC)C, predict the reaction product. The product is: [N:5]1[CH:6]=[CH:7][CH:8]=[CH:9][C:4]=1[CH2:3][O:10][N:11]1[C:12](=[O:21])[C:13]2=[CH:20][CH:19]=[CH:18][CH:17]=[C:14]2[C:15]1=[O:16]. (3) Given the reactants [CH:1](=[O:10])[CH:2]=[CH:3][C:4]1[CH:9]=[CH:8][CH:7]=[CH:6][CH:5]=1.[CH:11]([OH:14])([CH3:13])[CH3:12], predict the reaction product. The product is: [C:1]([O:14][CH:11]([CH3:13])[CH3:12])(=[O:10])[CH:2]=[CH:3][C:4]1[CH:9]=[CH:8][CH:7]=[CH:6][CH:5]=1. (4) Given the reactants [BH4-].[Na+].[CH3:3][CH:4]([CH2:20][CH2:21][CH:22]=[C:23]([CH3:25])[CH3:24])[CH2:5][CH2:6][O:7][C:8](=[O:19])[CH2:9][CH2:10][C:11](=[O:18])[CH2:12][CH2:13][CH2:14][CH2:15][CH2:16][CH3:17], predict the reaction product. The product is: [CH3:3][CH:4]([CH2:20][CH2:21][CH:22]=[C:23]([CH3:25])[CH3:24])[CH2:5][CH2:6][O:7][C:8](=[O:19])[CH2:9][CH2:10][CH:11]([OH:18])[CH2:12][CH2:13][CH2:14][CH2:15][CH2:16][CH3:17]. (5) Given the reactants [N:1]1[CH:6]=[CH:5][CH:4]=[C:3]([CH2:7][C:8](=[O:13])[CH2:9][CH2:10][CH2:11][CH3:12])[CH:2]=1.[CH3:14]N(CN(C)C)C.C(OC(=O)C)(=O)C, predict the reaction product. The product is: [N:1]1[CH:6]=[CH:5][CH:4]=[C:3]([C:7]([C:8](=[O:13])[CH2:9][CH2:10][CH2:11][CH3:12])=[CH2:14])[CH:2]=1. (6) Given the reactants [CH2:1]([NH:7][CH2:8][C:9]1[S:13][C:12](B(O)O)=[CH:11][CH:10]=1)[CH2:2][CH2:3][CH2:4][CH2:5][CH3:6].Br[C:18]1[CH:19]=[C:20]2[C:24](=[C:25]([C:27]([NH2:29])=[O:28])[CH:26]=1)[NH:23][CH:22]=[C:21]2[CH:30]1[CH2:35][CH2:34][N:33]([S:36]([CH2:39][CH3:40])(=[O:38])=[O:37])[CH2:32][CH2:31]1.C([O-])([O-])=O.[K+].[K+], predict the reaction product. The product is: [CH2:39]([S:36]([N:33]1[CH2:32][CH2:31][CH:30]([C:21]2[C:20]3[C:24](=[C:25]([C:27]([NH2:29])=[O:28])[CH:26]=[C:18]([C:12]4[S:13][C:9]([CH2:8][NH:7][CH2:1][CH2:2][CH2:3][CH2:4][CH2:5][CH3:6])=[CH:10][CH:11]=4)[CH:19]=3)[NH:23][CH:22]=2)[CH2:35][CH2:34]1)(=[O:38])=[O:37])[CH3:40]. (7) The product is: [CH3:38][C:10]1([CH2:9][OH:8])[S:16][CH2:15][CH2:14][N:13]2[C:17]([C:20]3([C:23]4[CH:28]=[CH:27][C:26]([C:41]5[CH:46]=[CH:45][N:44]=[CH:43][N:42]=5)=[CH:25][CH:24]=4)[CH2:21][CH2:22]3)=[N:18][N:19]=[C:12]2[CH2:11]1. Given the reactants [Si]([O:8][CH2:9][C:10]1([CH3:38])[S:16][CH2:15][CH2:14][N:13]2[C:17]([C:20]3([C:23]4[CH:28]=[CH:27][C:26](B5OC(C)(C)C(C)(C)O5)=[CH:25][CH:24]=4)[CH2:22][CH2:21]3)=[N:18][N:19]=[C:12]2[CH2:11]1)(C(C)(C)C)(C)C.Cl.Br[C:41]1[CH:46]=[CH:45][N:44]=[CH:43][N:42]=1.C(=O)([O-])[O-].[K+].[K+].C(=O)([O-])O.[Na+], predict the reaction product. (8) Given the reactants [CH2:1]([N:8]([CH2:15][C:16]([O:18]C)=[O:17])[CH2:9][C:10]1([CH2:13]I)[CH2:12][CH2:11]1)[C:2]1[CH:7]=[CH:6][CH:5]=[CH:4][CH:3]=1.CN(C=O)C.[H-].[Na+], predict the reaction product. The product is: [CH2:1]([N:8]1[CH:15]([C:16]([OH:18])=[O:17])[CH2:13][C:10]2([CH2:12][CH2:11]2)[CH2:9]1)[C:2]1[CH:7]=[CH:6][CH:5]=[CH:4][CH:3]=1.